The task is: Predict the reaction yield, written as a fraction of the theoretical maximum amount of product (1.0 means a 100% yield; for example, 0.34 means a 34% yield).. This data is from Reaction yield outcomes from USPTO patents with 853,638 reactions. (1) The reactants are [Br:1][C:2]1[CH:10]=[CH:9][C:5]([C:6]([OH:8])=[O:7])=[C:4]([CH3:11])[CH:3]=1.IC.[C:14](=O)(O)[O-].[Na+]. The catalyst is CN(C=O)C. The product is [CH3:14][O:7][C:6](=[O:8])[C:5]1[CH:9]=[CH:10][C:2]([Br:1])=[CH:3][C:4]=1[CH3:11]. The yield is 1.00. (2) The reactants are [C:1]1([CH:7]([C:31]2[CH:36]=[CH:35][CH:34]=[CH:33][CH:32]=2)[N:8]2[C:16]3[C:11](=[CH:12][CH:13]=[CH:14][C:15]=3[F:17])[C:10](O)([C:18]3[C:27]([OH:28])=[CH:26][C:21]4[O:22][CH2:23][CH2:24][O:25][C:20]=4[CH:19]=3)[C:9]2=[O:30])[CH:6]=[CH:5][CH:4]=[CH:3][CH:2]=1.C([SiH](CC)CC)C. The catalyst is FC(F)(F)C(O)=O. The product is [C:31]1([CH:7]([C:1]2[CH:2]=[CH:3][CH:4]=[CH:5][CH:6]=2)[N:8]2[C:16]3[C:11](=[CH:12][CH:13]=[CH:14][C:15]=3[F:17])[CH:10]([C:18]3[C:27]([OH:28])=[CH:26][C:21]4[O:22][CH2:23][CH2:24][O:25][C:20]=4[CH:19]=3)[C:9]2=[O:30])[CH:32]=[CH:33][CH:34]=[CH:35][CH:36]=1. The yield is 0.610. (3) The reactants are Cl([O-])=O.[Na+].[OH2:5].P([O-])(O)(O)=O.[Na+].[Cl:12][C:13]1[N:14]=[C:15]([CH3:20])[NH:16][C:17]=1[CH:18]=[O:19].CC(=CC)C. The catalyst is O.C1COCC1.C(O)(C)(C)C. The product is [Cl:12][C:13]1[N:14]=[C:15]([CH3:20])[NH:16][C:17]=1[C:18]([OH:5])=[O:19]. The yield is 0.500. (4) The reactants are [Cl-].O[NH3+:3].[C:4](=[O:7])([O-])[OH:5].[Na+].CS(C)=O.[CH3:13][C:14]([CH3:51])([CH3:50])[CH2:15][O:16][C:17]1[CH:22]=[CH:21][C:20]([N:23]2[C:28](=[O:29])[C:27]([CH2:30][C:31]3[CH:36]=[CH:35][C:34]([C:37]4[C:38]([C:43]#[N:44])=[CH:39][CH:40]=[CH:41][CH:42]=4)=[CH:33][CH:32]=3)=[C:26]([CH2:45][CH2:46][CH3:47])[N:25]=[C:24]2[CH2:48][CH3:49])=[CH:19][CH:18]=1. The catalyst is O. The product is [CH3:51][C:14]([CH3:50])([CH3:13])[CH2:15][O:16][C:17]1[CH:18]=[CH:19][C:20]([N:23]2[C:28](=[O:29])[C:27]([CH2:30][C:31]3[CH:36]=[CH:35][C:34]([C:37]4[CH:42]=[CH:41][CH:40]=[CH:39][C:38]=4[C:43]4[NH:3][C:4](=[O:7])[O:5][N:44]=4)=[CH:33][CH:32]=3)=[C:26]([CH2:45][CH2:46][CH3:47])[N:25]=[C:24]2[CH2:48][CH3:49])=[CH:21][CH:22]=1. The yield is 0.730. (5) The reactants are [O:1]=[C:2]1[CH:7]=[C:6]([O:8][CH2:9][C:10]2[CH:15]=[CH:14][CH:13]=[C:12]([C:16]([F:19])([F:18])[F:17])[N:11]=2)[CH:5]=[CH:4][N:3]1[C:20]1[CH:25]=[CH:24][C:23]2[C:26]3[CH2:27][N:28](C(OC(C)(C)C)=O)[CH2:29][CH2:30][CH2:31][C:32]=3[O:33][C:22]=2[CH:21]=1.Cl.C([O-])(O)=O.[Na+]. The catalyst is CO.CCOCC. The product is [CH2:27]1[C:26]2[C:23]3[CH:24]=[CH:25][C:20]([N:3]4[CH:4]=[CH:5][C:6]([O:8][CH2:9][C:10]5[CH:15]=[CH:14][CH:13]=[C:12]([C:16]([F:18])([F:19])[F:17])[N:11]=5)=[CH:7][C:2]4=[O:1])=[CH:21][C:22]=3[O:33][C:32]=2[CH2:31][CH2:30][CH2:29][NH:28]1. The yield is 0.870. (6) The yield is 0.720. The product is [F:8][C:5]1[CH:6]=[CH:7][C:2]([C:15]#[N:17])=[N:3][CH:4]=1. The catalyst is [Cl-].[Na+].O.[Zn].[C-]#N.[Zn+2].[C-]#N.C1(P(C2C=CC=CC=2)[C-]2C=CC=C2)C=CC=CC=1.[C-]1(P(C2C=CC=CC=2)C2C=CC=CC=2)C=CC=C1.[Fe+2].C1C=CC(/C=C/C(/C=C/C2C=CC=CC=2)=O)=CC=1.C1C=CC(/C=C/C(/C=C/C2C=CC=CC=2)=O)=CC=1.C1C=CC(/C=C/C(/C=C/C2C=CC=CC=2)=O)=CC=1.[Pd].[Pd]. The reactants are Br[C:2]1[CH:7]=[CH:6][C:5]([F:8])=[CH:4][N:3]=1.CCOCC.C[C:15]([N:17](C)C)=O. (7) The reactants are [NH2:1][C:2]1[CH:3]=[C:4]([CH:21]=[CH:22][C:23]=1[Br:24])[O:5][C:6]1[CH:7]=[CH:8][C:9]2[N:10]([CH:12]=[C:13]([NH:15][C:16]([CH:18]3[CH2:20][CH2:19]3)=[O:17])[N:14]=2)[N:11]=1.[CH3:25][N:26]1[C:30]([C:31](Cl)=[O:32])=[CH:29][C:28]([CH3:34])=[N:27]1.C(=O)([O-])O.[Na+]. The catalyst is CN1CCCC1=O. The product is [Br:24][C:23]1[CH:22]=[CH:21][C:4]([O:5][C:6]2[CH:7]=[CH:8][C:9]3[N:10]([CH:12]=[C:13]([NH:15][C:16]([CH:18]4[CH2:20][CH2:19]4)=[O:17])[N:14]=3)[N:11]=2)=[CH:3][C:2]=1[NH:1][C:31]([C:30]1[N:26]([CH3:25])[N:27]=[C:28]([CH3:34])[CH:29]=1)=[O:32]. The yield is 0.860. (8) The reactants are N[C:2]1[CH:11]=[CH:10][CH:9]=[C:8]2[C:3]=1[N:4]=[CH:5][CH:6]=[N:7]2.Br[C:13]1[C:21]([N+:22]([O-:24])=[O:23])=[CH:20][CH:19]=[CH:18][C:14]=1[C:15]([OH:17])=[O:16].C([N:27]1CCOCC1)C.C. The catalyst is C(O)(C)C.N. The product is [N+:22]([C:21]1[C:13]([NH:27][C:6]2[CH:5]=[N:4][C:3]3[C:8](=[CH:9][CH:10]=[CH:11][CH:2]=3)[N:7]=2)=[C:14]([CH:18]=[CH:19][CH:20]=1)[C:15]([OH:17])=[O:16])([O-:24])=[O:23]. The yield is 0.420. (9) The reactants are [CH2:1]([O:8][C:9]1[CH:16]=[C:15]([O:17][CH3:18])[CH:14]=[CH:13][C:10]=1[CH:11]=[O:12])[C:2]1[CH:7]=[CH:6][CH:5]=[CH:4][CH:3]=1.C1C(=O)N([Br:26])C(=O)C1. The catalyst is C(Cl)(Cl)(Cl)Cl. The product is [CH2:1]([O:8][C:9]1[CH:16]=[C:15]([O:17][CH3:18])[C:14]([Br:26])=[CH:13][C:10]=1[CH:11]=[O:12])[C:2]1[CH:3]=[CH:4][CH:5]=[CH:6][CH:7]=1. The yield is 0.770.